From a dataset of Catalyst prediction with 721,799 reactions and 888 catalyst types from USPTO. Predict which catalyst facilitates the given reaction. Reactant: [Cl:1][C:2]1[N:7]=[C:6]([CH:8]=[O:9])[C:5]2[C:10]([N:32]3[CH2:37][CH2:36][O:35][CH2:34][CH2:33]3)=[N:11][N:12]([C:13]([C:26]3[CH:31]=[CH:30][CH:29]=[CH:28][CH:27]=3)([C:20]3[CH:25]=[CH:24][CH:23]=[CH:22][CH:21]=3)[C:14]3[CH:19]=[CH:18][CH:17]=[CH:16][CH:15]=3)[C:4]=2[CH:3]=1.[BH4-].[Na+]. Product: [Cl:1][C:2]1[N:7]=[C:6]([CH2:8][OH:9])[C:5]2[C:10]([N:32]3[CH2:37][CH2:36][O:35][CH2:34][CH2:33]3)=[N:11][N:12]([C:13]([C:20]3[CH:21]=[CH:22][CH:23]=[CH:24][CH:25]=3)([C:26]3[CH:31]=[CH:30][CH:29]=[CH:28][CH:27]=3)[C:14]3[CH:15]=[CH:16][CH:17]=[CH:18][CH:19]=3)[C:4]=2[CH:3]=1. The catalyst class is: 61.